Dataset: Forward reaction prediction with 1.9M reactions from USPTO patents (1976-2016). Task: Predict the product of the given reaction. (1) Given the reactants [C:1]([O:5][C:6]([NH:8][C@@H:9]([C:13]1[CH:18]=[CH:17][CH:16]=[CH:15][CH:14]=1)[C:10]([OH:12])=O)=[O:7])([CH3:4])([CH3:3])[CH3:2].O.ON1C2C=CC=CC=2N=N1.C1(N=C=NC2CCCCC2)CCCCC1.[CH3:45][NH:46][CH2:47][C:48]1[CH:53]=[CH:52][CH:51]=[CH:50][CH:49]=1, predict the reaction product. The product is: [CH2:47]([N:46]([CH3:45])[C:10](=[O:12])[C@@H:9]([NH:8][C:6](=[O:7])[O:5][C:1]([CH3:2])([CH3:3])[CH3:4])[C:13]1[CH:18]=[CH:17][CH:16]=[CH:15][CH:14]=1)[C:48]1[CH:53]=[CH:52][CH:51]=[CH:50][CH:49]=1. (2) Given the reactants [F:1][C:2]1[CH:7]=[CH:6][C:5]([C:8]2[CH:17]=[CH:16][N:15]=[C:14]3[C:9]=2[CH:10]=[CH:11][C:12](=[O:18])[NH:13]3)=[CH:4][CH:3]=1.[F:19][C:20]1[CH:25]=[CH:24][C:23](B(O)O)=[CH:22][CH:21]=1.C(N(CC)CC)C.FOB(C1C=CC=CC=1)O, predict the reaction product. The product is: [F:19][C:20]1[CH:25]=[CH:24][C:23]([N:13]2[C:14]3[C:9](=[C:8]([C:5]4[CH:4]=[CH:3][C:2]([F:1])=[CH:7][CH:6]=4)[CH:17]=[CH:16][N:15]=3)[CH:10]=[CH:11][C:12]2=[O:18])=[CH:22][CH:21]=1. (3) Given the reactants [CH3:1][O:2][C:3]1[CH:8]=[CH:7][C:6]([NH2:9])=[C:5]([NH2:10])[CH:4]=1.[Cl:11][C:12]1[CH:17]=[CH:16][C:15]([CH:18]2[CH2:24][C:23](=O)[O:22][C:20](=[O:21])[CH2:19]2)=[CH:14][CH:13]=1, predict the reaction product. The product is: [Cl:11][C:12]1[CH:13]=[CH:14][C:15]([CH:18]([CH2:24][C:23]2[NH:10][C:5]3[CH:4]=[C:3]([O:2][CH3:1])[CH:8]=[CH:7][C:6]=3[N:9]=2)[CH2:19][C:20]([OH:22])=[O:21])=[CH:16][CH:17]=1.[ClH:11]. (4) Given the reactants C([O:3][C:4](=[O:27])[CH2:5][CH2:6][CH2:7][N:8]1[C:16]([C:17]2[CH:22]=[CH:21][CH:20]=[CH:19][CH:18]=2)=[C:15]2[C:10]([N:11]([CH3:26])[C:12](=[O:25])[N:13]([CH3:24])[C:14]2=[O:23])=[CH:9]1)C.O.[OH-].[Li+], predict the reaction product. The product is: [CH3:26][N:11]1[C:10]2=[CH:9][N:8]([CH2:7][CH2:6][CH2:5][C:4]([OH:27])=[O:3])[C:16]([C:17]3[CH:22]=[CH:21][CH:20]=[CH:19][CH:18]=3)=[C:15]2[C:14](=[O:23])[N:13]([CH3:24])[C:12]1=[O:25]. (5) Given the reactants [CH3:1][O:2][C:3](=[O:17])[C:4]1[CH:9]=[CH:8][C:7]([C:10](O)([C:12]([O:14][CH3:15])=[O:13])[CH3:11])=[CH:6][CH:5]=1.CCN(S(F)(F)[F:24])CC, predict the reaction product. The product is: [CH3:1][O:2][C:3](=[O:17])[C:4]1[CH:9]=[CH:8][C:7]([C:10]([F:24])([C:12]([O:14][CH3:15])=[O:13])[CH3:11])=[CH:6][CH:5]=1.